Task: Predict which catalyst facilitates the given reaction.. Dataset: Catalyst prediction with 721,799 reactions and 888 catalyst types from USPTO Reactant: Cl.[Br:2][C:3]1[CH:10]=[CH:9][C:6]([CH2:7][NH2:8])=[CH:5][CH:4]=1.[N:11]1[CH:16]=[CH:15][CH:14]=[CH:13][C:12]=1[S:17](Cl)(=[O:19])=[O:18].C(N(CC)CC)C. Product: [Br:2][C:3]1[CH:10]=[CH:9][C:6]([CH2:7][NH:8][S:17]([C:12]2[CH:13]=[CH:14][CH:15]=[CH:16][N:11]=2)(=[O:19])=[O:18])=[CH:5][CH:4]=1. The catalyst class is: 2.